This data is from Peptide-MHC class II binding affinity with 134,281 pairs from IEDB. The task is: Regression. Given a peptide amino acid sequence and an MHC pseudo amino acid sequence, predict their binding affinity value. This is MHC class II binding data. (1) The peptide sequence is GSFIIDGKSRKECPF. The MHC is DRB1_0901 with pseudo-sequence DRB1_0901. The binding affinity (normalized) is 0.425. (2) The peptide sequence is GCIHMARSLANEWRD. The MHC is DRB3_0202 with pseudo-sequence DRB3_0202. The binding affinity (normalized) is 0.619.